This data is from Full USPTO retrosynthesis dataset with 1.9M reactions from patents (1976-2016). The task is: Predict the reactants needed to synthesize the given product. (1) Given the product [Cl:9][C:3]1[CH:4]=[C:5]([F:8])[CH:6]=[CH:7][C:2]=1[C:18]1[C:19]([C:20]([O:22][CH2:23][CH3:24])=[O:21])=[CH:25][CH:26]=[CH:27][CH:28]=1, predict the reactants needed to synthesize it. The reactants are: Br[C:2]1[CH:7]=[CH:6][C:5]([F:8])=[CH:4][C:3]=1[Cl:9].CC1(C)C(C)(C)OB([C:18]2[CH:28]=[CH:27][CH:26]=[CH:25][C:19]=2[C:20]([O:22][CH2:23][CH3:24])=[O:21])O1.C1(C)C=CC=CC=1.P([O-])([O-])([O-])=O.[K+].[K+].[K+]. (2) Given the product [C:1]([O:5][C:6]([N:8]1[C@H:13]([C:14](=[O:16])[NH:23][CH:17]2[CH2:22][CH2:21][CH2:20][CH2:19][CH2:18]2)[CH2:12][C@@H:11]2[C@H:9]1[CH2:10]2)=[O:7])([CH3:2])([CH3:3])[CH3:4], predict the reactants needed to synthesize it. The reactants are: [C:1]([O:5][C:6]([N:8]1[C@H:13]([C:14]([OH:16])=O)[CH2:12][C@@H:11]2[C@H:9]1[CH2:10]2)=[O:7])([CH3:4])([CH3:3])[CH3:2].[CH:17]1([NH2:23])[CH2:22][CH2:21][CH2:20][CH2:19][CH2:18]1.CN(C(ON1N=NC2C=CC=CC1=2)=[N+](C)C)C.F[P-](F)(F)(F)(F)F.CCN(C(C)C)C(C)C. (3) Given the product [Br:16][CH2:2][C:1]([C:4]1[CH:5]=[C:6]([NH:11][S:12]([CH3:15])(=[O:13])=[O:14])[CH:7]=[CH:8][C:9]=1[Cl:10])=[O:3], predict the reactants needed to synthesize it. The reactants are: [C:1]([C:4]1[CH:5]=[C:6]([NH:11][S:12]([CH3:15])(=[O:14])=[O:13])[CH:7]=[CH:8][C:9]=1[Cl:10])(=[O:3])[CH3:2].[Br:16]Br. (4) The reactants are: C(OC(=O)[NH:10][CH:11]1[CH2:16][C:15]([F:18])([F:17])[CH2:14][CH:13]([NH:19]C(=O)OCC2C=CC=CC=2)[CH2:12]1)C1C=CC=CC=1. Given the product [F:17][C:15]1([F:18])[CH2:16][CH:11]([NH2:10])[CH2:12][CH:13]([NH2:19])[CH2:14]1, predict the reactants needed to synthesize it. (5) Given the product [CH3:1][N:2]1[C:10]2[CH2:9][CH2:8][CH2:7][NH:6][C:5]=2[CH:4]=[N:3]1, predict the reactants needed to synthesize it. The reactants are: [CH3:1][N:2]1[C:10]2[CH2:9][CH2:8][CH2:7][N:6](C(OC(C)(C)C)=O)[C:5]=2[CH:4]=[N:3]1.C(O)(C(F)(F)F)=O. (6) The reactants are: [CH3:1][NH:2][C:3]([C:5]1[N:10]=[N:9][C:8]([O:11][CH2:12][C:13]2[CH:30]=[CH:29][C:16]3[CH2:17][CH2:18][N:19](C(OC(C)(C)C)=O)[CH2:20][CH2:21][C:15]=3[CH:14]=2)=[CH:7][CH:6]=1)=[O:4].FC(F)(F)C(O)=O. Given the product [CH3:1][NH:2][C:3]([C:5]1[N:10]=[N:9][C:8]([O:11][CH2:12][C:13]2[CH:30]=[CH:29][C:16]3[CH2:17][CH2:18][NH:19][CH2:20][CH2:21][C:15]=3[CH:14]=2)=[CH:7][CH:6]=1)=[O:4], predict the reactants needed to synthesize it.